This data is from Reaction yield outcomes from USPTO patents with 853,638 reactions. The task is: Predict the reaction yield, written as a fraction of the theoretical maximum amount of product (1.0 means a 100% yield; for example, 0.34 means a 34% yield). (1) The reactants are [C:1](Cl)(=[O:5])[C:2](Cl)=[O:3].[CH3:7][C:8]1[CH:29]=[CH:28][C:11]([CH2:12][N:13]2[C:21]3[C:16](=[CH:17][C:18]([C:22]4[CH:27]=[CH:26][CH:25]=[CH:24][CH:23]=4)=[CH:19][CH:20]=3)[CH:15]=[CH:14]2)=[CH:10][CH:9]=1.C1C[O:33]CC1. No catalyst specified. The product is [CH3:7][C:8]1[CH:9]=[CH:10][C:11]([CH2:12][N:13]2[C:21]3[C:16](=[CH:17][C:18]([C:22]4[CH:27]=[CH:26][CH:25]=[CH:24][CH:23]=4)=[CH:19][CH:20]=3)[C:15]([C:1](=[O:5])[C:2]([OH:33])=[O:3])=[CH:14]2)=[CH:28][CH:29]=1. The yield is 0.720. (2) The reactants are [O:1]=[C:2]([CH2:9][CH2:10][CH3:11])[CH2:3][C:4]([O:6][CH2:7][CH3:8])=[O:5].[CH:12](OCC)(OCC)OCC.[Br:22][C:23]1[CH:29]=[CH:28][C:26]([NH2:27])=[CH:25][CH:24]=1. No catalyst specified. The product is [Br:22][C:23]1[CH:29]=[CH:28][C:26]([NH:27][CH:12]=[C:3]([C:2](=[O:1])[CH2:9][CH2:10][CH3:11])[C:4]([O:6][CH2:7][CH3:8])=[O:5])=[CH:25][CH:24]=1. The yield is 0.320. (3) The yield is 0.520. The catalyst is ClCCl. The reactants are [F:1][C:2]1([F:48])[CH2:7][CH2:6][CH:5]([C:8]2[C:17]3[CH:16]([OH:18])[CH2:15][C:14]([CH3:20])([CH3:19])[CH2:13][C:12]=3[N:11]=[C:10]([CH:21]3[CH2:26][CH2:25][N:24]([C:27]4[N:32]=[CH:31][C:30]([CH2:33][NH:34][CH3:35])=[CH:29][N:28]=4)[CH2:23][CH2:22]3)[C:9]=2[CH:36]([F:47])[C:37]2[CH:42]=[CH:41][C:40]([C:43]([F:46])([F:45])[F:44])=[CH:39][CH:38]=2)[CH2:4][CH2:3]1.C(N(CC)CC)C.[CH3:56][S:57](Cl)(=[O:59])=[O:58].C(=O)([O-])O.[Na+]. The product is [F:48][C:2]1([F:1])[CH2:3][CH2:4][CH:5]([C:8]2[C:17]3[CH:16]([OH:18])[CH2:15][C:14]([CH3:20])([CH3:19])[CH2:13][C:12]=3[N:11]=[C:10]([CH:21]3[CH2:22][CH2:23][N:24]([C:27]4[N:32]=[CH:31][C:30]([CH2:33][N:34]([CH3:35])[S:57]([CH3:56])(=[O:59])=[O:58])=[CH:29][N:28]=4)[CH2:25][CH2:26]3)[C:9]=2[CH:36]([F:47])[C:37]2[CH:38]=[CH:39][C:40]([C:43]([F:45])([F:44])[F:46])=[CH:41][CH:42]=2)[CH2:6][CH2:7]1. (4) The reactants are [N:1]1([C:7]2[C:8]3[N:28]=[C:27]([CH2:29][N:30]4[CH2:35][CH2:34][CH:33]([C:36]([OH:39])([CH3:38])[CH3:37])[CH2:32][CH2:31]4)[S:26][C:9]=3[N:10]=[C:11]([Sn](CCCC)(CCCC)CCCC)[N:12]=2)[CH2:6][CH2:5][O:4][CH2:3][CH2:2]1.Br[C:41]1[N:46]2[CH:47]=[CH:48][N:49]=[C:45]2[C:44]([CH3:50])=[CH:43][CH:42]=1. The catalyst is O1CCOCC1.C1C=CC([P]([Pd]([P](C2C=CC=CC=2)(C2C=CC=CC=2)C2C=CC=CC=2)([P](C2C=CC=CC=2)(C2C=CC=CC=2)C2C=CC=CC=2)[P](C2C=CC=CC=2)(C2C=CC=CC=2)C2C=CC=CC=2)(C2C=CC=CC=2)C2C=CC=CC=2)=CC=1.S1C=CC=C1C([O-])=O.[Cu+]. The product is [CH3:50][C:44]1[C:45]2[N:46]([CH:47]=[CH:48][N:49]=2)[C:41]([C:11]2[N:12]=[C:7]([N:1]3[CH2:6][CH2:5][O:4][CH2:3][CH2:2]3)[C:8]3[N:28]=[C:27]([CH2:29][N:30]4[CH2:35][CH2:34][CH:33]([C:36]([OH:39])([CH3:37])[CH3:38])[CH2:32][CH2:31]4)[S:26][C:9]=3[N:10]=2)=[CH:42][CH:43]=1. The yield is 0.890. (5) The reactants are [C:1]([O:5][C:6](=[O:19])[NH:7][CH2:8][CH2:9][C:10]1[CH:15]=[CH:14][C:13]([N+:16]([O-])=O)=[CH:12][CH:11]=1)([CH3:4])([CH3:3])[CH3:2].C([O-])=O.[NH4+]. The catalyst is C(O)C.[Pd].O. The product is [C:1]([O:5][C:6](=[O:19])[NH:7][CH2:8][CH2:9][C:10]1[CH:15]=[CH:14][C:13]([NH2:16])=[CH:12][CH:11]=1)([CH3:4])([CH3:2])[CH3:3]. The yield is 0.810. (6) The reactants are Br[C:2]1[CH:3]=[C:4]2[C:8](=[C:9]([CH3:11])[CH:10]=1)[C:7](=[O:12])[N:6]([CH2:13][C:14]1[CH:19]=[CH:18][C:17]([O:20][C:21]([F:24])([F:23])[F:22])=[CH:16][CH:15]=1)[CH2:5]2.[CH3:25][N:26]([CH3:30])[CH2:27][CH2:28][OH:29].C([O-])([O-])=O.[Cs+].[Cs+].C(Cl)(Cl)Cl.CO. The catalyst is C1(C)C=CC=CC=1.CC([O-])=O.CC([O-])=O.[Pd+2]. The product is [CH3:25][N:26]([CH3:30])[CH2:27][CH2:28][O:29][C:2]1[CH:3]=[C:4]2[C:8](=[C:9]([CH3:11])[CH:10]=1)[C:7](=[O:12])[N:6]([CH2:13][C:14]1[CH:19]=[CH:18][C:17]([O:20][C:21]([F:24])([F:23])[F:22])=[CH:16][CH:15]=1)[CH2:5]2. The yield is 0.250. (7) The catalyst is C(Cl)Cl. The reactants are [Br:1][C:2]1[CH:7]=[CH:6][C:5]([S:8]([N:11]2[CH2:15][CH2:14][CH2:13][CH:12]2[CH2:16][OH:17])(=[O:10])=[O:9])=[CH:4][CH:3]=1.N1C=CN=C1.[C:23]([Si:27](Cl)([CH3:29])[CH3:28])([CH3:26])([CH3:25])[CH3:24]. The yield is 0.990. The product is [Br:1][C:2]1[CH:3]=[CH:4][C:5]([S:8]([N:11]2[CH2:15][CH2:14][CH2:13][CH:12]2[CH2:16][O:17][Si:27]([C:23]([CH3:26])([CH3:25])[CH3:24])([CH3:29])[CH3:28])(=[O:10])=[O:9])=[CH:6][CH:7]=1.